This data is from Full USPTO retrosynthesis dataset with 1.9M reactions from patents (1976-2016). The task is: Predict the reactants needed to synthesize the given product. (1) The reactants are: [NH:1]1[CH2:5][CH2:4][CH2:3][C@H:2]1[CH2:6][OH:7].Cl[C:9]1[N:10]=[C:11]([NH:18][C:19]2[CH:23]=[C:22]([C:24]([O-:26])=[O:25])[NH:21][N:20]=2)[C:12]2[O:17][CH:16]=[CH:15][C:13]=2[N:14]=1.[Na+]. Given the product [NH3:1].[OH:7][CH2:6][C@@H:2]1[CH2:3][CH2:4][CH2:5][N:1]1[C:9]1[N:10]=[C:11]([NH:18][C:19]2[CH:23]=[C:22]([C:24]([OH:26])=[O:25])[NH:21][N:20]=2)[C:12]2[O:17][CH:16]=[CH:15][C:13]=2[N:14]=1, predict the reactants needed to synthesize it. (2) Given the product [OH:4][C:11]1[CH:12]=[C:13]([C:29]([NH:31][CH2:32][C:33]2[CH:38]=[CH:37][C:36]([S:39]([CH:42]([CH3:43])[CH3:44])(=[O:40])=[O:41])=[CH:35][CH:34]=2)=[O:30])[C:14](=[O:28])[N:15]([C:18]2[CH:23]=[CH:22][CH:21]=[C:20]([C:24]([F:26])([F:25])[F:27])[CH:19]=2)[C:16]=1[CH3:17], predict the reactants needed to synthesize it. The reactants are: OO.S(=O)(=O)(O)[OH:4].C([C:11]1[CH:12]=[C:13]([C:29]([NH:31][CH2:32][C:33]2[CH:38]=[CH:37][C:36]([S:39]([CH:42]([CH3:44])[CH3:43])(=[O:41])=[O:40])=[CH:35][CH:34]=2)=[O:30])[C:14](=[O:28])[N:15]([C:18]2[CH:23]=[CH:22][CH:21]=[C:20]([C:24]([F:27])([F:26])[F:25])[CH:19]=2)[C:16]=1[CH3:17])(=O)C.C(=O)([O-])[O-].[Na+].[Na+]. (3) The reactants are: [Br:1][C:2]1[CH:11]=[C:10]2[C:5]([CH2:6][CH2:7][NH:8][CH2:9]2)=[CH:4][CH:3]=1.[CH2:12]=O. Given the product [Br:1][C:2]1[CH:11]=[C:10]2[C:5]([CH2:6][CH2:7][N:8]([CH3:12])[CH2:9]2)=[CH:4][CH:3]=1, predict the reactants needed to synthesize it. (4) Given the product [NH2:1][CH2:4][CH:5]([NH:16][C:17](=[O:23])[O:18][C:19]([CH3:21])([CH3:20])[CH3:22])[C:6]1[CH:11]=[CH:10][CH:9]=[C:8]([C:12]([F:15])([F:14])[F:13])[CH:7]=1, predict the reactants needed to synthesize it. The reactants are: [N+:1]([CH2:4][CH:5]([NH:16][C:17](=[O:23])[O:18][C:19]([CH3:22])([CH3:21])[CH3:20])[C:6]1[CH:11]=[CH:10][CH:9]=[C:8]([C:12]([F:15])([F:14])[F:13])[CH:7]=1)([O-])=O. (5) Given the product [S:23]1[CH:24]=[C:20]([CH2:19][N:4]([CH2:3][C:2]([F:15])([F:16])[F:1])[C:5]2[CH:6]=[C:7]([C:13]#[N:14])[C:8]([C:11]#[N:12])=[CH:9][CH:10]=2)[N:21]=[CH:22]1, predict the reactants needed to synthesize it. The reactants are: [F:1][C:2]([F:16])([F:15])[CH2:3][NH:4][C:5]1[CH:6]=[C:7]([C:13]#[N:14])[C:8]([C:11]#[N:12])=[CH:9][CH:10]=1.Cl.Cl[CH2:19][C:20]1[N:21]=[CH:22][S:23][CH:24]=1.C([O-])([O-])=O.[Cs+].[Cs+]. (6) Given the product [NH2:1][C@H:2]([C:7]([OH:9])=[O:8])[CH2:3][CH:4]([CH3:6])[CH3:5], predict the reactants needed to synthesize it. The reactants are: [NH:1](C(OC(C)(C)C)=O)[C@H:2]([C:7]([OH:9])=[O:8])[CH2:3][CH:4]([CH3:6])[CH3:5]. (7) Given the product [O:1]1[CH2:6][CH2:5][N:4]([C:7]2[CH:16]=[C:15]3[C:10]([N:11]=[CH:12][CH:13]=[N:14]3)=[C:9]([O:17][C@@H:18]3[CH2:23][CH2:22][C@H:21]([NH:24][C:29]4[N:34]=[CH:33][CH:32]=[CH:31][N:30]=4)[CH2:20][CH2:19]3)[CH:8]=2)[CH2:3][CH2:2]1, predict the reactants needed to synthesize it. The reactants are: [O:1]1[CH2:6][CH2:5][N:4]([C:7]2[CH:16]=[C:15]3[C:10]([N:11]=[CH:12][CH:13]=[N:14]3)=[C:9]([O:17][C@@H:18]3[CH2:23][CH2:22][C@H:21]([NH2:24])[CH2:20][CH2:19]3)[CH:8]=2)[CH2:3][CH2:2]1.CS([C:29]1[N:34]=[CH:33][CH:32]=[CH:31][N:30]=1)(=O)=O.CCN(C(C)C)C(C)C.